Dataset: Forward reaction prediction with 1.9M reactions from USPTO patents (1976-2016). Task: Predict the product of the given reaction. (1) The product is: [CH2:8]([O:7][C:6]([CH:25]1[CH2:26][CH2:27][N:23]([C:20]2[CH:21]=[CH:22][C:17]([O:16][CH2:15][C:14]3[CH:29]=[CH:30][CH:31]=[C:12]([F:11])[CH:13]=3)=[CH:18][CH:19]=2)[C:24]1=[O:28])=[O:10])[CH3:9]. Given the reactants [H-].[Na+].C(O[C:6](=[O:10])[O:7][CH2:8][CH3:9])C.[F:11][C:12]1[CH:13]=[C:14]([CH:29]=[CH:30][CH:31]=1)[CH2:15][O:16][C:17]1[CH:22]=[CH:21][C:20]([N:23]2[CH2:27][CH2:26][CH2:25][C:24]2=[O:28])=[CH:19][CH:18]=1, predict the reaction product. (2) Given the reactants FC(F)(F)C(O)=O.C([SiH](CC)CC)C.[C:15]([C:19]1[C:29]([CH:30](O)[C:31]2[N:36]=[C:35]([C:37]([O:39][CH3:40])=[O:38])[CH:34]=[CH:33][CH:32]=2)=[C:22]2[CH:23]=[CH:24][C:25]([O:27][CH3:28])=[CH:26][N:21]2[N:20]=1)([CH3:18])([CH3:17])[CH3:16].C(=O)(O)[O-].[Na+], predict the reaction product. The product is: [C:15]([C:19]1[C:29]([CH2:30][C:31]2[N:36]=[C:35]([C:37]([O:39][CH3:40])=[O:38])[CH:34]=[CH:33][CH:32]=2)=[C:22]2[CH:23]=[CH:24][C:25]([O:27][CH3:28])=[CH:26][N:21]2[N:20]=1)([CH3:18])([CH3:16])[CH3:17]. (3) Given the reactants [F:1][CH:2]([F:32])[C:3]1[CH:8]=[CH:7][C:6]([C:9]2[N:14]=[CH:13][N:12]=[C:11]([CH2:15][NH:16][C:17]([C@@H:19]3[C@H:23](O)[CH2:22][CH2:21][N:20]3[C:25]([O:27][C:28]([CH3:31])([CH3:30])[CH3:29])=[O:26])=[O:18])[CH:10]=2)=[CH:5][CH:4]=1.C(N(S(F)(F)[F:39])CC)C, predict the reaction product. The product is: [F:1][CH:2]([F:32])[C:3]1[CH:8]=[CH:7][C:6]([C:9]2[N:14]=[CH:13][N:12]=[C:11]([CH2:15][NH:16][C:17]([C@@H:19]3[C@@H:23]([F:39])[CH2:22][CH2:21][N:20]3[C:25]([O:27][C:28]([CH3:30])([CH3:31])[CH3:29])=[O:26])=[O:18])[CH:10]=2)=[CH:5][CH:4]=1.